This data is from Reaction yield outcomes from USPTO patents with 853,638 reactions. The task is: Predict the reaction yield, written as a fraction of the theoretical maximum amount of product (1.0 means a 100% yield; for example, 0.34 means a 34% yield). (1) The reactants are [Br:1][C:2]1[CH:6]=[C:5]([CH:7]=O)[O:4][C:3]=1[C:9]1[O:13][N:12]=[C:11]([C:14]2[CH:19]=[CH:18][C:17]([Cl:20])=[CH:16][CH:15]=2)[N:10]=1.C([BH3-])#N.[Na+].C(O)(=O)C.[NH:29]1[CH2:34][CH2:33][O:32][CH2:31][CH2:30]1. The catalyst is CO. The product is [Br:1][C:2]1[CH:6]=[C:5]([CH2:7][N:29]2[CH2:34][CH2:33][O:32][CH2:31][CH2:30]2)[O:4][C:3]=1[C:9]1[O:13][N:12]=[C:11]([C:14]2[CH:15]=[CH:16][C:17]([Cl:20])=[CH:18][CH:19]=2)[N:10]=1. The yield is 0.170. (2) The reactants are [CH3:1][O:2][C:3]1[CH:8]=[CH:7][C:6]([NH2:9])=[CH:5][CH:4]=1.CN(C)C1C=CC=CC=1.CO[C:21]1[CH:26]=[CH:25][C:24]([C:27]([CH2:29]Br)=O)=[CH:23][CH:22]=1.Cl.[C:32](OCC)(=[O:34])C. No catalyst specified. The product is [CH3:1][O:2][C:3]1[CH:8]=[C:7]2[C:6](=[CH:5][CH:4]=1)[NH:9][C:27]([C:24]1[CH:23]=[CH:22][CH:21]=[C:26]([O:34][CH3:32])[CH:25]=1)=[CH:29]2. The yield is 0.150. (3) No catalyst specified. The reactants are FC(F)(F)S(O[C:7]1[CH2:8][CH2:9][N:10]([C:13]([O:15][C:16]([CH3:19])([CH3:18])[CH3:17])=[O:14])[CH2:11][CH:12]=1)(=O)=O.[CH3:22][C:23]1[CH:28]=[C:27](B2OC(C)(C)C(C)(C)O2)[CH:26]=[C:25]([CH3:38])[C:24]=1[OH:39].C(=O)([O-])[O-].[K+].[K+].CN(C)C=O.ClCCl. The yield is 0.821. The product is [OH:39][C:24]1[C:25]([CH3:38])=[CH:26][C:27]([C:7]2[CH2:8][CH2:9][N:10]([C:13]([O:15][C:16]([CH3:19])([CH3:18])[CH3:17])=[O:14])[CH2:11][CH:12]=2)=[CH:28][C:23]=1[CH3:22]. (4) The reactants are I[C:2]1[C:10]2[C:5](=[CH:6][C:7]([C@H:11]3[C@@:13]4([C:21]5[C:16](=[CH:17][CH:18]=[CH:19][CH:20]=5)[N:15]([CH3:22])[C:14]4=[O:23])[CH2:12]3)=[CH:8][CH:9]=2)[NH:4][N:3]=1.CC1(C)C(C)(C)OB(/[CH:32]=[CH:33]/[C:34]2[CH:39]=[CH:38][C:37]([N:40]3[CH2:45][CH2:44][N:43](C(OC(C)(C)C)=O)[CH2:42][CH2:41]3)=[CH:36][CH:35]=2)O1.[C:54]([OH:60])([C:56]([F:59])([F:58])[F:57])=[O:55]. The catalyst is C(Cl)Cl. The product is [F:57][C:56]([F:59])([F:58])[C:54]([OH:60])=[O:55].[CH3:22][N:15]1[C:16]2[C:21](=[CH:20][CH:19]=[CH:18][CH:17]=2)[C@:13]2([CH2:12][C@H:11]2[C:7]2[CH:6]=[C:5]3[C:10]([C:2](/[CH:32]=[CH:33]/[C:34]4[CH:35]=[CH:36][C:37]([N:40]5[CH2:45][CH2:44][NH:43][CH2:42][CH2:41]5)=[CH:38][CH:39]=4)=[N:3][NH:4]3)=[CH:9][CH:8]=2)[C:14]1=[O:23]. The yield is 0.0400. (5) The reactants are [Si]([O:8][CH:9]1[C:17]2[C:12](=[C:13]([C:18]3[S:22][C:21]([C:23]4[CH:24]=[CH:25][C:26]([O:31][CH:32]([CH3:34])[CH3:33])=[C:27]([CH:30]=4)[C:28]#[N:29])=[CH:20][CH:19]=3)[CH:14]=[CH:15][CH:16]=2)[CH2:11][CH2:10]1)(C(C)(C)C)(C)C.Cl. The catalyst is O1CCOCC1. The product is [OH:8][CH:9]1[C:17]2[C:12](=[C:13]([C:18]3[S:22][C:21]([C:23]4[CH:24]=[CH:25][C:26]([O:31][CH:32]([CH3:34])[CH3:33])=[C:27]([CH:30]=4)[C:28]#[N:29])=[CH:20][CH:19]=3)[CH:14]=[CH:15][CH:16]=2)[CH2:11][CH2:10]1. The yield is 0.400.